From a dataset of Full USPTO retrosynthesis dataset with 1.9M reactions from patents (1976-2016). Predict the reactants needed to synthesize the given product. (1) Given the product [F:1][C:2]1[CH:7]=[CH:6][C:5]([C:8]2[O:9][C:10]3[CH:20]=[C:19]([N:21]([CH3:26])[S:22]([CH3:25])(=[O:23])=[O:24])[C:18]([C:27]4[CH:28]=[C:29]5[C:34]6[NH:35][C:36]7[C:41]([C:42]=6[CH:43]([C:44]6[CH:45]=[CH:46][CH:47]=[CH:48][CH:49]=6)[O:33][C:30]5=[CH:31][CH:32]=4)=[CH:40][CH:39]=[CH:38][CH:37]=7)=[CH:17][C:11]=3[C:12]=2[C:13]([NH:15][CH3:16])=[O:14])=[CH:4][CH:3]=1, predict the reactants needed to synthesize it. The reactants are: [F:1][C:2]1[CH:7]=[CH:6][C:5]([C:8]2[O:9][C:10]3[CH:20]=[C:19]([N:21]([CH3:26])[S:22]([CH3:25])(=[O:24])=[O:23])[C:18]([C:27]4[CH:32]=[CH:31][C:30]([OH:33])=[C:29]([C:34]5[NH:35][C:36]6[C:41]([CH:42]=5)=[CH:40][CH:39]=[CH:38][CH:37]=6)[CH:28]=4)=[CH:17][C:11]=3[C:12]=2[C:13]([NH:15][CH3:16])=[O:14])=[CH:4][CH:3]=1.[CH3:43][C:44]1[CH:45]=[CH:46][C:47](S(O)(=O)=O)=[CH:48][CH:49]=1.C(=O)C1C=CC=CC=1.O. (2) Given the product [Cl:1][C:2]1[CH:7]=[C:6]([Cl:8])[CH:5]=[CH:4][C:3]=1[O:9][C:10]1[CH:15]=[CH:14][CH:13]=[CH:12][C:11]=1[NH2:16], predict the reactants needed to synthesize it. The reactants are: [Cl:1][C:2]1[CH:7]=[C:6]([Cl:8])[CH:5]=[CH:4][C:3]=1[O:9][C:10]1[CH:15]=[CH:14][CH:13]=[CH:12][C:11]=1[N+:16]([O-])=O.C(OCC)(=O)C. (3) Given the product [Cl:1][C:2]1[N:6]([CH3:7])[N:5]=[C:4]([C:8]2[CH:13]=[CH:12][CH:11]=[CH:10][N:9]=2)[C:3]=1[CH:14]([C:20]1[CH:25]=[CH:24][C:23]([Cl:26])=[CH:22][C:21]=1[CH3:27])[CH2:15][CH2:16][C:17]([O-:19])=[O:18].[CH3:28][C:29]([NH3+:32])([CH3:31])[CH3:30], predict the reactants needed to synthesize it. The reactants are: [Cl:1][C:2]1[N:6]([CH3:7])[N:5]=[C:4]([C:8]2[CH:13]=[CH:12][CH:11]=[CH:10][N:9]=2)[C:3]=1/[C:14](/[C:20]1[CH:25]=[CH:24][C:23]([Cl:26])=[CH:22][C:21]=1[CH3:27])=[CH:15]\[CH2:16][C:17]([O-:19])=[O:18].[CH3:28][C:29]([NH3+:32])([CH3:31])[CH3:30]. (4) Given the product [CH3:1][C:2]1[CH:7]=[C:6]([CH:5]=[CH:4][C:3]=1[O:11][C:12]1[CH:17]=[CH:16][CH:15]=[C:14]([CH:18]=[CH:19][CH:20]([CH3:22])[CH3:21])[CH:13]=1)[NH2:8], predict the reactants needed to synthesize it. The reactants are: [CH3:1][C:2]1[CH:7]=[C:6]([N+:8]([O-])=O)[CH:5]=[CH:4][C:3]=1[O:11][C:12]1[CH:17]=[CH:16][CH:15]=[C:14]([CH:18]=[CH:19][CH:20]([CH3:22])[CH3:21])[CH:13]=1.[Cl-].[Ca+2].[Cl-].C(O)C.